This data is from Full USPTO retrosynthesis dataset with 1.9M reactions from patents (1976-2016). The task is: Predict the reactants needed to synthesize the given product. (1) The reactants are: [CH3:1][O:2][C:3]1[CH:8]=[C:7]([CH3:9])[CH:6]=[CH:5][C:4]=1[C:10]1[O:14][C:13]([SH:15])=[N:12][N:11]=1.C(=O)([O-])[O-].[K+].[K+].Br[CH2:23][CH2:24][C:25]([O:27][C:28]([CH3:31])([CH3:30])[CH3:29])=[O:26].ClCCl. Given the product [CH3:1][O:2][C:3]1[CH:8]=[C:7]([CH3:9])[CH:6]=[CH:5][C:4]=1[C:10]1[O:14][C:13]([S:15][CH2:23][CH2:24][C:25]([O:27][C:28]([CH3:31])([CH3:30])[CH3:29])=[O:26])=[N:12][N:11]=1, predict the reactants needed to synthesize it. (2) Given the product [C:16]1([NH:22][S:23]([N:13]2[CH2:14][CH2:15][CH:10]([O:9][CH2:8][CH2:7][CH2:6][CH2:5][CH2:4][CH2:3][Br:2])[CH2:11][CH2:12]2)(=[O:25])=[O:24])[CH:21]=[CH:20][CH:19]=[CH:18][CH:17]=1, predict the reactants needed to synthesize it. The reactants are: Cl.[Br:2][CH2:3][CH2:4][CH2:5][CH2:6][CH2:7][CH2:8][O:9][CH:10]1[CH2:15][CH2:14][NH:13][CH2:12][CH2:11]1.[C:16]1([NH:22][S:23](Cl)(=[O:25])=[O:24])[CH:21]=[CH:20][CH:19]=[CH:18][CH:17]=1.C(N(CC)CC)C. (3) Given the product [CH3:14][C@@H:13]([N:5]1[C:1](=[O:11])[C:2]2[C:3](=[CH:7][CH:8]=[CH:9][CH:10]=2)[C:4]1=[O:6])[C:12]#[CH:17], predict the reactants needed to synthesize it. The reactants are: [C:1]1(=[O:11])[NH:5][C:4](=[O:6])[C:3]2=[CH:7][CH:8]=[CH:9][CH:10]=[C:2]12.[C:12]1(P([C:12]2[CH:17]=CC=[CH:14][CH:13]=2)[C:12]2[CH:17]=CC=[CH:14][CH:13]=2)[CH:17]=CC=[CH:14][CH:13]=1.N(C(OCC)=O)=NC(OCC)=O. (4) Given the product [Cl:25][C:21]1[C:20]([F:26])=[C:19]([C@@H:18]2[C@:17]([C:29]3[CH:34]=[CH:33][C:32]([Cl:35])=[CH:31][C:30]=3[F:36])([C:27]#[N:28])[C@H:16]([CH2:37][C:38]([CH3:41])([CH3:40])[CH3:39])[NH:15][C@H:14]2[C:12]([NH:11][CH2:10][C:7]2[CH:6]=[CH:5][C:4]([C:3]([OH:42])=[O:2])=[CH:9][CH:8]=2)=[O:13])[CH:24]=[CH:23][CH:22]=1, predict the reactants needed to synthesize it. The reactants are: C[O:2][C:3](=[O:42])[C:4]1[CH:9]=[CH:8][C:7]([CH2:10][NH:11][C:12]([C@H:14]2[C@H:18]([C:19]3[CH:24]=[CH:23][CH:22]=[C:21]([Cl:25])[C:20]=3[F:26])[C@:17]([C:29]3[CH:34]=[CH:33][C:32]([Cl:35])=[CH:31][C:30]=3[F:36])([C:27]#[N:28])[C@H:16]([CH2:37][C:38]([CH3:41])([CH3:40])[CH3:39])[NH:15]2)=[O:13])=[CH:6][CH:5]=1.[OH-].[Na+]. (5) Given the product [CH3:12][O:13][CH:14]=[CH:15][CH:16]=[C:8]1[C:9](=[O:10])[N:2]([CH3:1])[C:3](=[O:4])[N:5]([CH3:11])[C:6]1=[O:7], predict the reactants needed to synthesize it. The reactants are: [CH3:1][N:2]1[C:9](=[O:10])[CH2:8][C:6](=[O:7])[N:5]([CH3:11])[C:3]1=[O:4].[CH3:12][O:13][CH:14](OC)[CH2:15][CH:16](OC)OC.FC(F)(F)C(O)=O. (6) Given the product [Br:1][C:2]1[C:7]([O:8][CH3:9])=[CH:6][C:5]([CH2:10][O:11][CH3:17])=[CH:4][C:3]=1[O:12][CH3:13], predict the reactants needed to synthesize it. The reactants are: [Br:1][C:2]1[C:7]([O:8][CH3:9])=[CH:6][C:5]([CH2:10][OH:11])=[CH:4][C:3]=1[O:12][CH3:13].[H-].[Na+].I[CH3:17]. (7) The reactants are: [C:1]([SH:9])(=[S:8])[C:2]1[CH:7]=[CH:6][CH:5]=[CH:4][CH:3]=1.[CH2:10]=[CH:11][C:12]1[CH:17]=[CH:16][CH:15]=[CH:14][CH:13]=1. Given the product [C:1]([S:9][CH:11]([C:12]1[CH:17]=[CH:16][CH:15]=[CH:14][CH:13]=1)[CH3:10])(=[S:8])[C:2]1[CH:7]=[CH:6][CH:5]=[CH:4][CH:3]=1, predict the reactants needed to synthesize it. (8) Given the product [C:1]([C:5]1[CH:6]=[C:7]([NH:17][C:18]([NH:20][C:21]2[CH:22]=[N:23][C:24]([N:27]3[CH2:28][CH2:29][N:30]([C:36](=[O:37])[CH2:35][CH:34]([CH3:33])[CH2:39][CH3:40])[CH2:31][CH2:32]3)=[CH:25][CH:26]=2)=[O:19])[N:8]([C:10]2[CH:15]=[CH:14][C:13]([CH3:16])=[CH:12][CH:11]=2)[N:9]=1)([CH3:4])([CH3:2])[CH3:3], predict the reactants needed to synthesize it. The reactants are: [C:1]([C:5]1[CH:6]=[C:7]([NH:17][C:18]([NH:20][C:21]2[CH:22]=[N:23][C:24]([N:27]3[CH2:32][CH2:31][NH:30][CH2:29][CH2:28]3)=[CH:25][CH:26]=2)=[O:19])[N:8]([C:10]2[CH:15]=[CH:14][C:13]([CH3:16])=[CH:12][CH:11]=2)[N:9]=1)([CH3:4])([CH3:3])[CH3:2].[CH3:33][CH:34]([CH2:39][CH3:40])[CH2:35][C:36](O)=[O:37].O.ON1C2C=CC=CC=2N=N1.N=C=N. (9) Given the product [CH2:1]([N:8]([C:9]1[N:10]([C:18]2[CH:19]=[CH:20][C:21]([Cl:24])=[CH:22][CH:23]=2)[N:11]=[C:12]2[C:17]=1[CH:16]=[CH:15][CH:14]=[CH:13]2)[C:32]([NH:31][CH:25]1[CH2:30][CH2:29][CH2:28][CH2:27][CH2:26]1)=[O:33])[C:2]1[CH:3]=[CH:4][CH:5]=[CH:6][CH:7]=1, predict the reactants needed to synthesize it. The reactants are: [CH2:1]([NH:8][C:9]1[N:10]([C:18]2[CH:23]=[CH:22][C:21]([Cl:24])=[CH:20][CH:19]=2)[N:11]=[C:12]2[C:17]=1[CH:16]=[CH:15][CH:14]=[CH:13]2)[C:2]1[CH:7]=[CH:6][CH:5]=[CH:4][CH:3]=1.[CH:25]1([N:31]=[C:32]=[O:33])[CH2:30][CH2:29][CH2:28][CH2:27][CH2:26]1.